This data is from NCI-60 drug combinations with 297,098 pairs across 59 cell lines. The task is: Regression. Given two drug SMILES strings and cell line genomic features, predict the synergy score measuring deviation from expected non-interaction effect. (1) Cell line: M14. Drug 1: CC12CCC3C(C1CCC2=O)CC(=C)C4=CC(=O)C=CC34C. Synergy scores: CSS=26.3, Synergy_ZIP=3.49, Synergy_Bliss=2.82, Synergy_Loewe=1.29, Synergy_HSA=1.11. Drug 2: N.N.Cl[Pt+2]Cl. (2) Drug 1: C1=CC(=CC=C1CCC2=CNC3=C2C(=O)NC(=N3)N)C(=O)NC(CCC(=O)O)C(=O)O. Drug 2: CNC(=O)C1=NC=CC(=C1)OC2=CC=C(C=C2)NC(=O)NC3=CC(=C(C=C3)Cl)C(F)(F)F. Cell line: HL-60(TB). Synergy scores: CSS=45.7, Synergy_ZIP=-6.02, Synergy_Bliss=-10.8, Synergy_Loewe=-12.0, Synergy_HSA=-8.48. (3) Drug 1: C(=O)(N)NO. Drug 2: COC1=C2C(=CC3=C1OC=C3)C=CC(=O)O2. Cell line: MALME-3M. Synergy scores: CSS=-1.49, Synergy_ZIP=-0.506, Synergy_Bliss=-1.99, Synergy_Loewe=-2.53, Synergy_HSA=-2.84.